From a dataset of Peptide-MHC class I binding affinity with 185,985 pairs from IEDB/IMGT. Regression. Given a peptide amino acid sequence and an MHC pseudo amino acid sequence, predict their binding affinity value. This is MHC class I binding data. (1) The peptide sequence is HPLARTAKV. The MHC is HLA-B46:01 with pseudo-sequence HLA-B46:01. The binding affinity (normalized) is 0.0847. (2) The peptide sequence is TTIHYNYM. The MHC is Mamu-A01 with pseudo-sequence Mamu-A01. The binding affinity (normalized) is 0.327. (3) The peptide sequence is VMLDWGIEL. The MHC is HLA-B40:01 with pseudo-sequence HLA-B40:01. The binding affinity (normalized) is 0.0847.